This data is from Forward reaction prediction with 1.9M reactions from USPTO patents (1976-2016). The task is: Predict the product of the given reaction. (1) Given the reactants [Cl:1][C:2]1[CH:3]=[C:4]2[C:8](=[CH:9][CH:10]=1)[NH:7][CH:6]=[C:5]2[CH2:11][CH2:12][NH:13][C:14](=[O:22])[C:15]1[CH:20]=[CH:19][CH:18]=[CH:17][C:16]=1I.[F:23][C:24]([F:35])([F:34])[C:25]1[CH:26]=[C:27](B(O)O)[CH:28]=[CH:29][CH:30]=1.C(=O)([O-])[O-].[Na+].[Na+], predict the reaction product. The product is: [Cl:1][C:2]1[CH:3]=[C:4]2[C:8](=[CH:9][CH:10]=1)[NH:7][CH:6]=[C:5]2[CH2:11][CH2:12][NH:13][C:14]([C:15]1[C:16]([C:29]2[CH:28]=[CH:27][CH:26]=[C:25]([C:24]([F:35])([F:34])[F:23])[CH:30]=2)=[CH:17][CH:18]=[CH:19][CH:20]=1)=[O:22]. (2) The product is: [Na+:20].[C:15]([NH:14][C@@H:6]([CH2:7][C@H:8]([CH3:13])[CH2:9][CH2:10][CH2:11][CH3:12])[CH2:5][C:4]([O-:18])=[O:3])(=[O:17])[CH3:16]. Given the reactants C([O:3][C:4](=[O:18])[CH2:5][C@@H:6]([NH:14][C:15](=[O:17])[CH3:16])[CH2:7][C@H:8]([CH3:13])[CH2:9][CH2:10][CH2:11][CH3:12])C.[OH-].[Na+:20], predict the reaction product. (3) Given the reactants [O:1]=[C:2]1[NH:7][CH:6]=[CH:5][N:4]([S:8]([C:11]2[CH:17]=[CH:16][C:14]([CH3:15])=[CH:13][CH:12]=2)(=[O:10])=[O:9])[C@@H:3]1[CH2:18][C:19]([OH:21])=O.[NH2:22][C@@H:23]1[CH2:32][CH2:31][CH2:30][C:29]2[CH:28]=[C:27]([CH2:33]O)[CH:26]=[CH:25][C:24]1=2.C1C=C[C:38]2N(O)N=[N:41][C:39]=2[CH:40]=1.CCN=C=NCCCN(C)C, predict the reaction product. The product is: [CH:39]1([NH:41][CH2:33][C:27]2[CH:28]=[C:29]3[C:24](=[CH:25][CH:26]=2)[C@H:23]([NH:22][C:19](=[O:21])[CH2:18][C@@H:3]2[C:2](=[O:1])[NH:7][CH:6]=[CH:5][N:4]2[S:8]([C:11]2[CH:17]=[CH:16][C:14]([CH3:15])=[CH:13][CH:12]=2)(=[O:10])=[O:9])[CH2:32][CH2:31][CH2:30]3)[CH2:40][CH2:38]1. (4) The product is: [F:36][C:33]1[CH:32]=[CH:31][C:30]([N:25]2[C:26]3[C:22](=[C:21]([S:18][CH2:17][CH:16]([NH:15][S:12]([C:5]4[C:6]([CH3:11])=[CH:7][C:8]([CH3:10])=[CH:9][C:4]=4[CH3:3])(=[O:13])=[O:14])[CH3:19])[CH:29]=[CH:28][CH:27]=3)[CH:23]=[N:24]2)=[CH:35][CH:34]=1. Given the reactants [H-].[Na+].[CH3:3][C:4]1[CH:9]=[C:8]([CH3:10])[CH:7]=[C:6]([CH3:11])[C:5]=1[S:12]([NH:15][CH:16]([CH3:19])[CH2:17][SH:18])(=[O:14])=[O:13].Br[C:21]1[CH:29]=[CH:28][CH:27]=[C:26]2[C:22]=1[CH:23]=[N:24][N:25]2[C:30]1[CH:35]=[CH:34][C:33]([F:36])=[CH:32][CH:31]=1, predict the reaction product. (5) The product is: [Cl:1][C:2]1[N:3]=[CH:4][C:5]([O:9][C:18]2[CH:19]=[C:14]([NH:13][C:10](=[O:12])[CH3:11])[CH:15]=[CH:16][CH:17]=2)=[CH:6][C:7]=1[F:8]. Given the reactants [Cl:1][C:2]1[C:7]([F:8])=[CH:6][C:5]([OH:9])=[CH:4][N:3]=1.[C:10]([NH:13][C:14]1[CH:15]=[C:16](B(O)O)[CH:17]=[CH:18][CH:19]=1)(=[O:12])[CH3:11].C(N(CC)CC)C, predict the reaction product. (6) Given the reactants [Br:1][C:2]1[CH:9]=[CH:8][CH:7]=[CH:6][C:3]=1[CH2:4]Br.[P:10]([O:17]CC)([O:14][CH2:15][CH3:16])[O:11][CH2:12][CH3:13], predict the reaction product. The product is: [CH2:12]([O:11][P:10]([CH2:4][C:3]1[CH:6]=[CH:7][CH:8]=[CH:9][C:2]=1[Br:1])(=[O:17])[O:14][CH2:15][CH3:16])[CH3:13].